From a dataset of NCI-60 drug combinations with 297,098 pairs across 59 cell lines. Regression. Given two drug SMILES strings and cell line genomic features, predict the synergy score measuring deviation from expected non-interaction effect. (1) Drug 1: C1CN1C2=NC(=NC(=N2)N3CC3)N4CC4. Drug 2: C1=C(C(=O)NC(=O)N1)N(CCCl)CCCl. Cell line: SNB-19. Synergy scores: CSS=7.72, Synergy_ZIP=-3.80, Synergy_Bliss=0.789, Synergy_Loewe=-5.11, Synergy_HSA=0.725. (2) Cell line: BT-549. Synergy scores: CSS=45.1, Synergy_ZIP=-2.77, Synergy_Bliss=-3.49, Synergy_Loewe=-2.90, Synergy_HSA=-2.45. Drug 1: CCCCC(=O)OCC(=O)C1(CC(C2=C(C1)C(=C3C(=C2O)C(=O)C4=C(C3=O)C=CC=C4OC)O)OC5CC(C(C(O5)C)O)NC(=O)C(F)(F)F)O. Drug 2: CC1C(C(CC(O1)OC2CC(CC3=C2C(=C4C(=C3O)C(=O)C5=C(C4=O)C(=CC=C5)OC)O)(C(=O)CO)O)N)O.Cl.